From a dataset of Catalyst prediction with 721,799 reactions and 888 catalyst types from USPTO. Predict which catalyst facilitates the given reaction. (1) Reactant: [CH2:1]([C:5]1[N:9]=[C:8]([CH2:10][CH2:11][CH2:12][CH3:13])[NH:7][N:6]=1)[CH2:2][CH2:3][CH3:4].[H-].[Na+].[H][H].Br[CH2:19][C:20]1[CH:25]=[CH:24][C:23]([C:26]2[CH:31]=[CH:30][CH:29]=[CH:28][C:27]=2[C:32]([O:34][CH3:35])=[O:33])=[CH:22][CH:21]=1. Product: [CH2:1]([C:5]1[N:9]=[C:8]([CH2:10][CH2:11][CH2:12][CH3:13])[N:7]([CH2:19][C:20]2[CH:25]=[CH:24][C:23]([C:26]3[C:27]([C:32]([O:34][CH3:35])=[O:33])=[CH:28][CH:29]=[CH:30][CH:31]=3)=[CH:22][CH:21]=2)[N:6]=1)[CH2:2][CH2:3][CH3:4]. The catalyst class is: 405. (2) Reactant: [CH3:1][O:2][C:3]([C:5]1[CH:10]=[CH:9][C:8]([CH2:11][N:12]2[C:16]([C:17]([O-:19])=[O:18])=[CH:15][CH:14]=[N:13]2)=[C:7]([N+:20]([O-])=O)[CH:6]=1)=[O:4].[CH3:23]O. Product: [NH2:20][C:7]1[CH:6]=[C:5]([C:3]([O:2][CH3:1])=[O:4])[CH:10]=[CH:9][C:8]=1[CH2:11][N:12]1[C:16]([C:17]([O:19][CH3:23])=[O:18])=[CH:15][CH:14]=[N:13]1. The catalyst class is: 181.